This data is from Forward reaction prediction with 1.9M reactions from USPTO patents (1976-2016). The task is: Predict the product of the given reaction. (1) Given the reactants FC(F)(F)C(O)=O.C([N:15]1[CH2:20][CH2:19][C:18]2([CH2:29][C:28](=[O:30])[C:27]3[C:22](=[CH:23][CH:24]=[C:25]([Cl:31])[CH:26]=3)[O:21]2)[CH2:17][CH2:16]1)(OC(C)(C)C)=O, predict the reaction product. The product is: [Cl:31][C:25]1[CH:26]=[C:27]2[C:22](=[CH:23][CH:24]=1)[O:21][C:18]1([CH2:19][CH2:20][NH:15][CH2:16][CH2:17]1)[CH2:29][C:28]2=[O:30]. (2) Given the reactants [N:1]1([C:7]([N:9]2[CH2:14][CH:13]([C:15]3[CH:20]=[CH:19][C:18]([C:21]([F:24])([F:23])[F:22])=[CH:17][CH:16]=3)[CH2:12][CH:11]([CH2:25]S([O-])(=O)=O)[CH2:10]2)=[O:8])[CH2:6][CH2:5][O:4][CH2:3][CH2:2]1.[N-:30]=[N+:31]=[N-:32].[Na+], predict the reaction product. The product is: [N:30]([CH2:25][CH:11]1[CH2:12][CH:13]([C:15]2[CH:20]=[CH:19][C:18]([C:21]([F:24])([F:23])[F:22])=[CH:17][CH:16]=2)[CH2:14][N:9]([C:7]([N:1]2[CH2:6][CH2:5][O:4][CH2:3][CH2:2]2)=[O:8])[CH2:10]1)=[N+:31]=[N-:32].